From a dataset of Peptide-MHC class II binding affinity with 134,281 pairs from IEDB. Regression. Given a peptide amino acid sequence and an MHC pseudo amino acid sequence, predict their binding affinity value. This is MHC class II binding data. (1) The peptide sequence is QPFPKTVWEQILNTW. The MHC is DRB1_1101 with pseudo-sequence DRB1_1101. The binding affinity (normalized) is 0.207. (2) The peptide sequence is LRKDYIKRQGSTPLA. The MHC is DRB1_0701 with pseudo-sequence DRB1_0701. The binding affinity (normalized) is 0.775. (3) The peptide sequence is IDEVVAAFREARLRH. The MHC is DRB3_0202 with pseudo-sequence DRB3_0202. The binding affinity (normalized) is 0.384. (4) The peptide sequence is QLVMKANNSVIMNGA. The MHC is DRB1_0405 with pseudo-sequence DRB1_0405. The binding affinity (normalized) is 0.177.